This data is from Full USPTO retrosynthesis dataset with 1.9M reactions from patents (1976-2016). The task is: Predict the reactants needed to synthesize the given product. (1) Given the product [Br:24][CH:11]1[C:10]2[S:15][C:7]([NH:6][C:4]([CH:1]3[CH2:2][CH2:3]3)=[O:5])=[C:8]([C:16]([NH2:18])=[O:17])[C:9]=2[CH2:14][CH2:13][O:12]1, predict the reactants needed to synthesize it. The reactants are: [CH:1]1([C:4]([NH:6][C:7]2[S:15][C:10]3[CH2:11][O:12][CH2:13][CH2:14][C:9]=3[C:8]=2[C:16]([NH2:18])=[O:17])=[O:5])[CH2:3][CH2:2]1.C([O-])(=O)C.[Na+].[Br:24]Br. (2) Given the product [CH:1]1([N:7]([CH:18]2[CH2:23][CH2:22][CH2:21][CH2:20][CH2:19]2)[C:8]([NH:10][C:11]2[S:12][CH:13]=[C:14]([CH2:16][S:24][C:25]3[CH:30]=[CH:29][CH:28]=[CH:27][N:26]=3)[N:15]=2)=[O:9])[CH2:6][CH2:5][CH2:4][CH2:3][CH2:2]1, predict the reactants needed to synthesize it. The reactants are: [CH:1]1([N:7]([CH:18]2[CH2:23][CH2:22][CH2:21][CH2:20][CH2:19]2)[C:8]([NH:10][C:11]2[S:12][CH:13]=[C:14]([CH2:16]Br)[N:15]=2)=[O:9])[CH2:6][CH2:5][CH2:4][CH2:3][CH2:2]1.[SH:24][C:25]1[CH:30]=[CH:29][CH:28]=[CH:27][N:26]=1.